Dataset: Reaction yield outcomes from USPTO patents with 853,638 reactions. Task: Predict the reaction yield, written as a fraction of the theoretical maximum amount of product (1.0 means a 100% yield; for example, 0.34 means a 34% yield). (1) The reactants are [Br-].[CH2:2]([P+](C1C=CC=CC=1)(C1C=CC=CC=1)C1C=CC=CC=1)[CH2:3][CH3:4].C([Li])CCC.[CH2:29]([O:36][C:37]1[CH:44]=[CH:43][C:40]([CH:41]=O)=[C:39]([OH:45])[CH:38]=1)[C:30]1[CH:35]=[CH:34][CH:33]=[CH:32][CH:31]=1.ClCCl. The catalyst is C1COCC1. The product is [CH2:29]([O:36][C:37]1[CH:44]=[CH:43][C:40]([CH:41]=[CH:2][CH2:3][CH3:4])=[C:39]([OH:45])[CH:38]=1)[C:30]1[CH:35]=[CH:34][CH:33]=[CH:32][CH:31]=1. The yield is 0.900. (2) The reactants are Cl[C:2]1[N:7]=[C:6]([NH:8][CH:9]([CH3:11])[CH3:10])[N:5]=[C:4]([NH:12][CH2:13][C:14]#[CH:15])[N:3]=1.Cl.[CH3:17][O:18][NH:19][CH3:20].CON(C)C1N=C(NCCC)N=C(NCC#C)N=1. No catalyst specified. The product is [CH:9]([NH:8][C:6]1[N:5]=[C:4]([NH:12][CH2:13][C:14]#[CH:15])[N:3]=[C:2]([N:19]([CH3:20])[O:18][CH3:17])[N:7]=1)([CH3:11])[CH3:10]. The yield is 0.940.